Dataset: Full USPTO retrosynthesis dataset with 1.9M reactions from patents (1976-2016). Task: Predict the reactants needed to synthesize the given product. (1) Given the product [C:1]1([C:17]2[CH:18]=[CH:19][CH:20]=[CH:21][CH:22]=2)[CH:6]=[CH:5][C:4]([NH:7][C:8]2[C:12]([C:13]([NH2:15])=[O:14])=[C:11]([NH:16][CH2:27][C:26]3[CH:29]=[C:30]([CH3:33])[C:31]([OH:32])=[C:24]([CH3:23])[CH:25]=3)[NH:10][N:9]=2)=[CH:3][CH:2]=1, predict the reactants needed to synthesize it. The reactants are: [C:1]1([C:17]2[CH:22]=[CH:21][CH:20]=[CH:19][CH:18]=2)[CH:6]=[CH:5][C:4]([NH:7][C:8]2[C:12]([C:13]([NH2:15])=[O:14])=[C:11]([NH2:16])[NH:10][N:9]=2)=[CH:3][CH:2]=1.[CH3:23][C:24]1[CH:25]=[C:26]([CH:29]=[C:30]([CH3:33])[C:31]=1[OH:32])[CH:27]=O.[BH4-].[Na+].O. (2) The reactants are: [F:1][C:2]1[CH:3]=[C:4](B(O)O)[CH:5]=[C:6]([F:8])[CH:7]=1.Br[C:13]1[CH:14]=[C:15]([CH:17]=[CH:18][CH:19]=1)[NH2:16].C([O-])([O-])=O.[Na+].[Na+]. Given the product [F:1][C:2]1[CH:3]=[C:4]([C:13]2[CH:19]=[CH:18][CH:17]=[C:15]([NH2:16])[CH:14]=2)[CH:5]=[C:6]([F:8])[CH:7]=1, predict the reactants needed to synthesize it. (3) Given the product [CH3:32][S:33]([O:1][CH:2]1[CH2:3][N:4]([C:6]2[S:7][CH:8]=[C:9]([C:11](=[O:31])[NH:12][C@@H:13]3[CH2:17][CH2:16][N:15]([C:18]([O:20][CH2:21][C:22]4[CH:27]=[CH:26][C:25]([N+:28]([O-:30])=[O:29])=[CH:24][CH:23]=4)=[O:19])[CH2:14]3)[N:10]=2)[CH2:5]1)(=[O:35])=[O:34], predict the reactants needed to synthesize it. The reactants are: [OH:1][CH:2]1[CH2:5][N:4]([C:6]2[S:7][CH:8]=[C:9]([C:11](=[O:31])[NH:12][C@@H:13]3[CH2:17][CH2:16][N:15]([C:18]([O:20][CH2:21][C:22]4[CH:27]=[CH:26][C:25]([N+:28]([O-:30])=[O:29])=[CH:24][CH:23]=4)=[O:19])[CH2:14]3)[N:10]=2)[CH2:3]1.[CH3:32][S:33](Cl)(=[O:35])=[O:34].C(N(CC)CC)C. (4) Given the product [CH2:15]([O:22][CH2:23][CH:24]1[O:25][CH2:26][C:6]2[C:7](=[N:2][CH:3]=[C:4]([N+:11]([O-:13])=[O:12])[CH:5]=2)[CH2:29]1)[C:16]1[CH:21]=[CH:20][CH:19]=[CH:18][CH:17]=1, predict the reactants needed to synthesize it. The reactants are: C[N:2]1[CH:7]=[C:6]([N+]([O-])=O)[CH:5]=[C:4]([N+:11]([O-:13])=[O:12])[C:3]1=O.[CH2:15]([O:22][CH2:23][CH:24]1[CH2:29]C(=O)C[CH2:26][O:25]1)[C:16]1[CH:21]=[CH:20][CH:19]=[CH:18][CH:17]=1.O. (5) Given the product [CH3:1][C:2]1[C:3]([N:9]2[CH2:10][CH2:11][N:12]([C:15]([C:17]3[CH:18]=[CH:19][C:20]([N:23]4[C@@H:27]([CH2:28][O:29][CH3:34])[CH2:26][CH2:25][C:24]4=[O:30])=[CH:21][CH:22]=3)=[O:16])[CH2:13][CH2:14]2)=[N:4][CH:5]=[C:6]([CH3:8])[CH:7]=1, predict the reactants needed to synthesize it. The reactants are: [CH3:1][C:2]1[C:3]([N:9]2[CH2:14][CH2:13][N:12]([C:15]([C:17]3[CH:22]=[CH:21][C:20]([N:23]4[C@@H:27]([CH2:28][OH:29])[CH2:26][CH2:25][C:24]4=[O:30])=[CH:19][CH:18]=3)=[O:16])[CH2:11][CH2:10]2)=[N:4][CH:5]=[C:6]([CH3:8])[CH:7]=1.[H-].[Na+].O1CCC[CH2:34]1.S(C1C=CC(C)=CC=1)(OC)(=O)=O.